From a dataset of Forward reaction prediction with 1.9M reactions from USPTO patents (1976-2016). Predict the product of the given reaction. The product is: [F:28][C:27]([F:30])([F:29])[C:25]([OH:31])=[O:26].[CH2:20]([NH:19][C:18]([C@@H:17]1[CH2:16][C:15]2[C:10](=[CH:11][C:12]([N+:22]([O-:24])=[O:23])=[CH:13][CH:14]=2)[CH2:9][NH:8]1)=[O:21])[C:27]1[CH:25]=[CH:12][CH:11]=[CH:10][CH:9]=1. Given the reactants C(OC([N:8]1[C@H:17]([C:18](=[O:21])[NH:19][CH3:20])[CH2:16][C:15]2[C:10](=[CH:11][C:12]([N+:22]([O-:24])=[O:23])=[CH:13][CH:14]=2)[CH2:9]1)=O)(C)(C)C.[C:25]([OH:31])([C:27]([F:30])([F:29])[F:28])=[O:26].O, predict the reaction product.